From a dataset of Experimentally validated miRNA-target interactions with 360,000+ pairs, plus equal number of negative samples. Binary Classification. Given a miRNA mature sequence and a target amino acid sequence, predict their likelihood of interaction. (1) The miRNA is mmu-miR-706 with sequence AGAGAAACCCUGUCUCAAAAAA. The protein sequence of the target gene is MASQPPPPPKPWESRRIPGAGPGPGSGPGPTYQSADLGPTLLTRPGQPTLTRVPPPILPRPSQQTGSNNVNTFRPAYSSFSSGYGAYGNSFYGSYSPYSYGYNGLGFNRLRVDDLPPSRFVQQAEESSRGAFQSIESIVHAFASVSMMMDATFSAVYNSFRAVLDVANHFSRLKIHFTKVFSAFALVRTIRYLYRRLQWMMGLRRGSENEDLWAESEGTVACLSAEDQATNSAKSWPIFLFFAVILGGPYLIWKLLSTHNDEVTDNTNWASGEDDHVVARAEYDFVAVSDEEISFRAGDM.... Result: 1 (interaction). (2) The miRNA is hsa-miR-6836-5p with sequence CGCAGGGCCCUGGCGCAGGCAU. The protein sequence of the target gene is MSAEVKVTGQNQEQFLLLAKSAKGAALATLIHQVLEAPGVYVFGELLDMPNVRELAESDFASTFRLLTVFAYGTYADYLAEARNLPPLTEAQKNKLRHLSVVTLAAKVKCIPYAVLLEALALRNVRQLEDLVIEAVYADVLRGSLDQRNQRLEVDYSIGRDIQRQDLSAIARTLQEWCVGCEVVLSGIEEQVSRANQHKEQQLGLKQQIESEVANLKKTIKVTTAAAAAATSQDPEQHLTELREPAPGTNQRQPSKKASKGKGLRGSAKIWSKSN. Result: 0 (no interaction). (3) The miRNA is hsa-miR-5001-3p with sequence UUCUGCCUCUGUCCAGGUCCUU. The protein sequence of the target gene is MDLHKQWENTETNWHKEKMELLDQFDNERKEWESQWKIMQKKIEELCREVKLWRKININESAKIIDLYHEKTIPEKVIESSPNYPDLGQSEFIRTNHKDGLRKENKREQSLVSGGNQMCKEQKATKKSKVGFLDPLATDNQKECEAWPDLRTSEEDSKSCSGALSTALEELAKVSEELCSFQEEIRKRSNHRRMKSDSFLQEMPNVTNIPHGDPMINNDQCILPISLEKEKQKNRKNLSCTNVLQSNSTKKCGIDTIDLKRNETPPVPPPRSTSRNFPSSDSEQAYERWKERLDHNSWVP.... Result: 1 (interaction). (4) The protein sequence of the target gene is MNGDDAFVRRPRVGSQIPEKMQKAFDDIAKYFSEKEWEKMKASEKIIYVYMKRKYEAMTKLGFKATLPPFMRNKRVADFQGNDFDNDPNRGNQVEHPQMTFGRLQGIFPKITPEKPAEEGNDSKGVPEASGPQNNGKQLRPSGKLNTSEKVNKTSGPKRGKHAWTHRVRERKQLVIYEEISDPQEDDE. Result: 1 (interaction). The miRNA is hsa-miR-6868-5p with sequence ACUGGCAGAACACUGAAGCAGC. (5) Result: 0 (no interaction). The protein sequence of the target gene is MKLLWQAKMSSIQDWGEEVEEGAVYHVTLKRVQIQQAANKGARWLGVEGDQLPPGHTVSQYETCKIRTIKAGTLEKLVENLLTAFGDNDFTYISIFLSTYRGFASTKEVLELLLDRYGNLTSPNCEEDGSQSSSESKMVIRNAIASILRAWLDQCAEDFREPPHFPCLQKLLDYLTRMMPGSDPERRAQNLLEQFQKQEVETDNGLPNTISFSLEEEEELEGGESAEFTCFSEDLVAEQLTYMDAQLFKKVVPHHCLGCIWSRRDKKENKHLAPTIRATISQFNTLTKCVVSTILGGKEL.... The miRNA is mmu-miR-466h-3p with sequence UACGCACGCACACACACAC. (6) The protein sequence of the target gene is MLQKREKVLLLRTFQGRTLRIVREHYLRPCVPCHSPLCPQPAACSHDGKLLSSDVTHYVIPDWKVVQDYLEILEFPELKGIIFMQTACQAVQHQRGRRQYNKLRNLLKDARHDCILFANEFQQCCYLPRERGESMEKWQTRSIYNAAVWYYHHCQDRMPIVMVTEDEEAIQQYGSETEGVFVITFKNYLDNFWPDLKAAHELCDSILQSRRERENESQESHGKEYPEHLPLEVLEAGIKSGRYIQGILNVNKHRAQIEAFVRLQGASSKDSDLVSDILIHGMKARNRSIHGDVVVVELLP.... The miRNA is hsa-miR-4731-5p with sequence UGCUGGGGGCCACAUGAGUGUG. Result: 1 (interaction). (7) The miRNA is dre-miR-200a-3p with sequence UAACACUGUCUGGUAACGAUGU. The protein sequence of the target gene is MAFEDVAVYFSQEEWGLLDTAQRALYRRVMLDNFALVASLGLSTSRPRVVIQLERGEEPWVPSGTDTTLSRTTYRRRNPGSWSLTEDRDVSGEWPRAFPDTPPGMTTSVFPVAGACHSVKSLQRQRGASPSRERKPTGVSVIYWERLLLGSGSGQASVSLRLTSPLRPPEGVRLREKTLTEHALLGRQPRTPERQKPCAQEVPGRTFGSAQDLEAAGGRGHHRMGAVWQEPHRLLGGQEPSTWDELGEALHAGEKSFECRACSKVFVKSSDLLKHLRTHTGERPYECAQCGKAFSQTSHL.... Result: 0 (no interaction).